This data is from Peptide-MHC class I binding affinity with 185,985 pairs from IEDB/IMGT. The task is: Regression. Given a peptide amino acid sequence and an MHC pseudo amino acid sequence, predict their binding affinity value. This is MHC class I binding data. (1) The peptide sequence is IYNTVVLTI. The MHC is HLA-A24:02 with pseudo-sequence HLA-A24:02. The binding affinity (normalized) is 1.00. (2) The peptide sequence is KVKDLFNTK. The MHC is HLA-A32:01 with pseudo-sequence HLA-A32:01. The binding affinity (normalized) is 0.277.